This data is from Reaction yield outcomes from USPTO patents with 853,638 reactions. The task is: Predict the reaction yield, written as a fraction of the theoretical maximum amount of product (1.0 means a 100% yield; for example, 0.34 means a 34% yield). (1) The reactants are [I:1][C:2]1[C:6]([CH:7]=O)=[CH:5][N:4]([CH:9]2[CH2:14][CH2:13][CH2:12][CH2:11][O:10]2)[N:3]=1.[CH3:15][NH:16][CH2:17][CH2:18][NH:19][C:20](=[O:26])[O:21][C:22]([CH3:25])([CH3:24])[CH3:23].[BH-](OC(C)=O)(OC(C)=O)OC(C)=O.[Na+]. The catalyst is ClC(Cl)C. The product is [I:1][C:2]1[C:6]([CH2:7][N:16]([CH3:15])[CH2:17][CH2:18][NH:19][C:20](=[O:26])[O:21][C:22]([CH3:23])([CH3:24])[CH3:25])=[CH:5][N:4]([CH:9]2[CH2:14][CH2:13][CH2:12][CH2:11][O:10]2)[N:3]=1. The yield is 0.830. (2) The reactants are [C:1]([C:3]1[CH:8]=[CH:7][C:6]([CH:9]([S:13]([C:16]2[CH:22]=[CH:21][C:19]([CH3:20])=[CH:18][CH:17]=2)(=[O:15])=[O:14])[NH:10][CH:11]=O)=[CH:5][CH:4]=1)#[N:2].O(Cl)Cl. The catalyst is O1CCCC1. The yield is 0.530. The product is [N+:10]([CH:9]([S:13]([C:16]1[CH:17]=[CH:18][C:19]([CH3:20])=[CH:21][CH:22]=1)(=[O:15])=[O:14])[C:6]1[CH:5]=[CH:4][C:3]([C:1]#[N:2])=[CH:8][CH:7]=1)#[C-:11].